Dataset: Reaction yield outcomes from USPTO patents with 853,638 reactions. Task: Predict the reaction yield, written as a fraction of the theoretical maximum amount of product (1.0 means a 100% yield; for example, 0.34 means a 34% yield). (1) The reactants are [OH-].[Na+].[NH2:3][CH2:4][CH2:5]CCO.I[C:10]1[CH:15]=[CH:14][CH:13]=[CH:12][C:11]=1[O:16][CH3:17].[CH:18]([OH:21])(C)[CH3:19]. The catalyst is [Cl-].[Na+].O.[Cu]I. The product is [CH2:4]([N:3]([C:10]1[CH:15]=[CH:14][CH:13]=[CH:12][C:11]=1[O:16][CH3:17])[CH2:19][CH2:18][OH:21])[CH3:5]. The yield is 0.720. (2) The reactants are [F:1][C:2]1[C:32]([F:33])=[CH:31][C:5]2[NH:6][C:7]([CH2:9][CH:10]3[CH2:15][CH2:14][CH2:13][CH2:12][N:11]3[C:16]([C:18]3[N:19]=[C:20]([CH3:30])[S:21][C:22]=3[C:23]3[CH:28]=[CH:27][C:26]([F:29])=[CH:25][CH:24]=3)=[O:17])=[N:8][C:4]=2[CH:3]=1.[H-].[Na+].I[CH3:37].O. The catalyst is CN(C=O)C.Cl. The product is [F:1][C:2]1[C:32]([F:33])=[CH:31][C:5]2[N:6]([CH3:37])[C:7]([CH2:9][CH:10]3[CH2:15][CH2:14][CH2:13][CH2:12][N:11]3[C:16]([C:18]3[N:19]=[C:20]([CH3:30])[S:21][C:22]=3[C:23]3[CH:28]=[CH:27][C:26]([F:29])=[CH:25][CH:24]=3)=[O:17])=[N:8][C:4]=2[CH:3]=1. The yield is 0.340. (3) The reactants are [C:1]1([NH:7][C:8]2[CH:13]=[CH:12][CH:11]=[CH:10][CH:9]=2)[CH:6]=[CH:5][CH:4]=[CH:3][CH:2]=1.FC1C=CC([N+:21]([O-])=O)=CC=1.C(O[SiH](O[CH2:32][CH3:33])OCC)C.[N:34]([CH2:37][CH2:38][CH2:39][Si:40]([O:47][CH2:48][CH3:49])([O:44][CH2:45][CH3:46])[O:41][CH2:42][CH3:43])=[C:35]=[O:36].[CH3:50][CH2:51][CH2:52][CH2:53]C. The catalyst is C(O)C. The product is [C:8]1([N:7]([C:33]2[CH:32]=[CH:53][CH:52]=[CH:51][CH:50]=2)[C:1]2[CH:2]=[CH:3][C:4]([NH:21][C:35]([NH:34][CH2:37][CH2:38][CH2:39][Si:40]([O:47][CH2:48][CH3:49])([O:41][CH2:42][CH3:43])[O:44][CH2:45][CH3:46])=[O:36])=[CH:5][CH:6]=2)[CH:9]=[CH:10][CH:11]=[CH:12][CH:13]=1. The yield is 0.370. (4) The product is [N:1]([CH2:4][C@H:5]([O:17][CH2:18][C:19]1[CH:24]=[CH:23][CH:22]=[CH:21][CH:20]=1)[C@H:6]([O:9][CH2:10][C:11]1[CH:12]=[CH:13][CH:14]=[CH:15][CH:16]=1)[CH:7]=[CH2:8])=[N+:2]=[N-:3]. The reactants are [N:1]([CH2:4][C@H:5]([OH:17])[C@H:6]([O:9][CH2:10][C:11]1[CH:16]=[CH:15][CH:14]=[CH:13][CH:12]=1)[CH:7]=[CH2:8])=[N+:2]=[N-:3].[CH2:18](Br)[C:19]1[CH:24]=[CH:23][CH:22]=[CH:21][CH:20]=1.[H-].[Na+]. The catalyst is C1COCC1.[I-].C([N+](CCCC)(CCCC)CCCC)CCC. The yield is 0.650. (5) The yield is 0.978. The reactants are Cl[O-].[C-:3]#[N:4].[Na+].[C-]#N.[Cl:8]/[C:9](/[C:19]([F:22])([F:21])[F:20])=[CH:10]\[C@@H:11]1[C@H:13]([C:14](Cl)=[O:15])[C:12]1([CH3:18])[CH3:17].[O:23]([C:30]1[CH:31]=[C:32]([CH:35]=[CH:36][CH:37]=1)[CH:33]=[O:34])[C:24]1[CH:29]=[CH:28][CH:27]=[CH:26][CH:25]=1. The product is [CH3:17][C:12]1([CH3:18])[CH:13]([C:14]([O:34][CH:33]([C:32]2[CH:35]=[CH:36][CH:37]=[C:30]([O:23][C:24]3[CH:25]=[CH:26][CH:27]=[CH:28][CH:29]=3)[CH:31]=2)[C:3]#[N:4])=[O:15])[CH:11]1/[CH:10]=[C:9](\[Cl:8])/[C:19]([F:22])([F:21])[F:20]. The catalyst is O.CCCCCC.C(Cl)Cl.